Dataset: Reaction yield outcomes from USPTO patents with 853,638 reactions. Task: Predict the reaction yield, written as a fraction of the theoretical maximum amount of product (1.0 means a 100% yield; for example, 0.34 means a 34% yield). (1) The reactants are [NH2:1][C:2]1[C:7]([CH2:8][OH:9])=[C:6]([CH:10]2[CH2:15][CH2:14][CH2:13][N:12]([C:16]([O:18][C:19]([CH3:22])([CH3:21])[CH3:20])=[O:17])[CH2:11]2)[CH:5]=[C:4]([C:23]2[CH:28]=[CH:27][CH:26]=[CH:25][C:24]=2[O:29][CH2:30][C:31]2[CH:36]=[CH:35][CH:34]=[CH:33][CH:32]=2)[N:3]=1. The catalyst is C(Cl)Cl.[O-2].[Mn+4].[O-2]. The product is [NH2:1][C:2]1[C:7]([CH:8]=[O:9])=[C:6]([CH:10]2[CH2:15][CH2:14][CH2:13][N:12]([C:16]([O:18][C:19]([CH3:22])([CH3:21])[CH3:20])=[O:17])[CH2:11]2)[CH:5]=[C:4]([C:23]2[CH:28]=[CH:27][CH:26]=[CH:25][C:24]=2[O:29][CH2:30][C:31]2[CH:32]=[CH:33][CH:34]=[CH:35][CH:36]=2)[N:3]=1. The yield is 0.730. (2) The reactants are [C:1]1(=[O:11])[NH:5][C:4](=[O:6])[C:3]2=[CH:7][CH:8]=[CH:9][CH:10]=[C:2]12.C(O[I:16](C1C=CC=CC=1)OC(=O)C)(=O)C.II. The catalyst is CC#N. The product is [I:16][N:5]1[C:1](=[O:11])[C:2]2=[CH:10][CH:9]=[CH:8][CH:7]=[C:3]2[C:4]1=[O:6]. The yield is 0.970. (3) The reactants are Cl[C:2]1[CH:3]=[CH:4][C:5]([N+:9]([O-:11])=[O:10])=[C:6]([CH:8]=1)[NH2:7].[CH3:12][CH:13]1[O:18][CH2:17][CH2:16][NH:15][CH2:14]1.C(N(CC)CC)C. The catalyst is CN1C(=O)CCC1. The product is [CH3:12][CH:13]1[CH2:14][N:15]([C:2]2[CH:3]=[CH:4][C:5]([N+:9]([O-:11])=[O:10])=[C:6]([CH:8]=2)[NH2:7])[CH2:16][CH2:17][O:18]1. The yield is 0.700. (4) The reactants are [O:1]=[C:2]1[C@@H:8]([NH:9]C(=O)OC(C)(C)C)[CH2:7][CH2:6][S:5][C@H:4]2[CH2:17][CH2:18][CH2:19][C@@H:20]([CH:21]=[CH2:22])[N:3]12.[C:23]([OH:29])([C:25]([F:28])([F:27])[F:26])=[O:24]. The catalyst is C(Cl)Cl. The product is [F:26][C:25]([F:28])([F:27])[C:23]([OH:29])=[O:24].[NH2:9][C@H:8]1[CH2:7][CH2:6][S:5][C@H:4]2[CH2:17][CH2:18][CH2:19][C@@H:20]([CH:21]=[CH2:22])[N:3]2[C:2]1=[O:1]. The yield is 1.00. (5) The reactants are C[Si](Cl)(C)C.[C:6]([C:8]1[CH:13]=[C:12]([CH2:14][OH:15])[CH:11]=[CH:10][N:9]=1)#N.O.C(=O)([O-])[O-:18].[Na+].[Na+].[CH2:23]([OH:25])[CH3:24]. No catalyst specified. The product is [CH2:23]([O:25][C:6]([C:8]1[CH:13]=[C:12]([CH2:14][OH:15])[CH:11]=[CH:10][N:9]=1)=[O:18])[CH3:24]. The yield is 0.160.